Dataset: Reaction yield outcomes from USPTO patents with 853,638 reactions. Task: Predict the reaction yield, written as a fraction of the theoretical maximum amount of product (1.0 means a 100% yield; for example, 0.34 means a 34% yield). (1) The reactants are [C:1]([C:5]1[CH:10]=[C:9]([SH:11])[CH:8]=[C:7]([C:12]([CH3:15])([CH3:14])[CH3:13])[C:6]=1[OH:16])([CH3:4])([CH3:3])[CH3:2].[C:17]([O:21][C:22]([N:24]1[CH2:29][CH2:28][C:27](=[CH:30][C:31]([O:33][CH2:34][CH3:35])=[O:32])[CH2:26][CH2:25]1)=[O:23])([CH3:20])([CH3:19])[CH3:18]. The catalyst is N1CCCCC1.C(OCC)(=O)C. The product is [C:17]([O:21][C:22]([N:24]1[CH2:29][CH2:28][C:27]([S:11][C:9]2[CH:8]=[C:7]([C:12]([CH3:15])([CH3:14])[CH3:13])[C:6]([OH:16])=[C:5]([C:1]([CH3:4])([CH3:3])[CH3:2])[CH:10]=2)([CH2:30][C:31]([O:33][CH2:34][CH3:35])=[O:32])[CH2:26][CH2:25]1)=[O:23])([CH3:20])([CH3:19])[CH3:18]. The yield is 0.940. (2) The reactants are [CH2:1]([C:3]1[C:12]2[CH:11]=[C:10]([NH:13][C:14]3[CH:24]=[CH:23][C:17]([C:18]([O:20][CH2:21][CH3:22])=[O:19])=[CH:16][CH:15]=3)[C:9]([CH3:25])=[CH:8][C:7]=2[C:6]([CH3:27])([CH3:26])[CH2:5][CH:4]=1)[CH3:2].[CH:28](=O)[CH3:29]. No catalyst specified. The product is [CH2:28]([N:13]([C:10]1[C:9]([CH3:25])=[CH:8][C:7]2[C:6]([CH3:27])([CH3:26])[CH2:5][CH:4]=[C:3]([CH2:1][CH3:2])[C:12]=2[CH:11]=1)[C:14]1[CH:15]=[CH:16][C:17]([C:18]([O:20][CH2:21][CH3:22])=[O:19])=[CH:23][CH:24]=1)[CH3:29]. The yield is 0.430. (3) The reactants are F[C:2]1[N:7]=[C:6]([C:8]2[C:16]3[C:11](=[CH:12][N:13]=[C:14]([C:17]4[CH:18]=[N:19][N:20]([CH3:22])[CH:21]=4)[CH:15]=3)[N:10](C3CCCCO3)[N:9]=2)[CH:5]=[CH:4][CH:3]=1.[NH:29]1[CH2:34][CH2:33][CH2:32][CH:31]([OH:35])[CH2:30]1. No catalyst specified. The product is [CH3:22][N:20]1[CH:21]=[C:17]([C:14]2[CH:15]=[C:16]3[C:8]([C:6]4[N:7]=[C:2]([N:29]5[CH2:34][CH2:33][CH2:32][CH:31]([OH:35])[CH2:30]5)[CH:3]=[CH:4][CH:5]=4)=[N:9][NH:10][C:11]3=[CH:12][N:13]=2)[CH:18]=[N:19]1. The yield is 0.628. (4) The reactants are [C:1]([N:4]1[CH2:9][CH2:8][C@H:7]([NH:10][C:11]([C:13]2[NH:14][C:15]([CH2:19][CH3:20])=[C:16]([Cl:18])[N:17]=2)=[O:12])[C@H:6]([O:21][CH2:22][CH3:23])[CH2:5]1)(=[S:3])[NH2:2].Br[CH:25]([CH2:35][CH3:36])[C:26](=O)[C:27]([O:29][CH2:30][CH2:31][CH2:32][CH3:33])=[O:28]. No catalyst specified. The product is [Cl:18][C:16]1[N:17]=[C:13]([C:11]([NH:10][C@H:7]2[CH2:8][CH2:9][N:4]([C:1]3[S:3][C:25]([CH2:35][CH3:36])=[C:26]([C:27]([O:29][CH2:30][CH2:31][CH2:32][CH3:33])=[O:28])[N:2]=3)[CH2:5][C@H:6]2[O:21][CH2:22][CH3:23])=[O:12])[NH:14][C:15]=1[CH2:19][CH3:20]. The yield is 0.890. (5) The reactants are [Cl:1][C:2]1[S:9][C:8]2[CH:7]=[C:6]([C:10]([OH:12])=O)[NH:5][C:4]=2[C:3]=1[Cl:13].Cl.[CH3:15][O:16][C:17](=[O:33])[CH:18]([C@@H:23]1[C:31]2[C:26](=[CH:27][CH:28]=[CH:29][CH:30]=2)[CH2:25][C@H:24]1[NH2:32])[CH2:19][CH:20]1[CH2:22][CH2:21]1.C(N(CC)CC)C.C1C=CC2N(O)N=NC=2C=1.CCN=C=NCCCN(C)C. The catalyst is CN(C=O)C.O. The product is [CH3:15][O:16][C:17](=[O:33])[CH:18]([C@@H:23]1[C:31]2[C:26](=[CH:27][CH:28]=[CH:29][CH:30]=2)[CH2:25][C@H:24]1[NH:32][C:10]([C:6]1[NH:5][C:4]2[C:3]([Cl:13])=[C:2]([Cl:1])[S:9][C:8]=2[CH:7]=1)=[O:12])[CH2:19][CH:20]1[CH2:21][CH2:22]1. The yield is 0.880. (6) The reactants are [CH2:1]([C:3]1[C:8](=[O:9])[NH:7][C:6]([CH3:10])=[C:5]([C:11]2[O:15][C:14]([S:16]([Cl:19])(=[O:18])=[O:17])=[CH:13][CH:12]=2)[CH:4]=1)[CH3:2].[CH2:20]([N:27]1[CH2:32][CH2:31][CH:30]([NH2:33])[CH2:29][CH2:28]1)[C:21]1[CH:26]=[CH:25][CH:24]=[CH:23][CH:22]=1. No catalyst specified. The product is [ClH:19].[CH2:20]([N:27]1[CH2:32][CH2:31][CH:30]([NH:33][S:16]([C:14]2[O:15][C:11]([C:5]3[CH:4]=[C:3]([CH2:1][CH3:2])[C:8](=[O:9])[NH:7][C:6]=3[CH3:10])=[CH:12][CH:13]=2)(=[O:18])=[O:17])[CH2:29][CH2:28]1)[C:21]1[CH:22]=[CH:23][CH:24]=[CH:25][CH:26]=1. The yield is 0.380. (7) The reactants are Cl[CH2:2][Si:3]([CH3:6])([CH3:5])[CH3:4].[O:7]=[CH:8][C:9]1[CH:17]=[CH:16][C:14]([OH:15])=[C:11]([O:12][CH3:13])[CH:10]=1.C(=O)([O-])[O-].[K+].[K+].C(O)C.O. The catalyst is CN(C=O)C. The product is [CH3:13][O:12][C:11]1[CH:10]=[C:9]([CH:17]=[CH:16][C:14]=1[O:15][CH2:2][Si:3]([CH3:6])([CH3:5])[CH3:4])[CH:8]=[O:7]. The yield is 0.500. (8) The reactants are [F:1][C:2]1[CH:6]=[N:5][N:4]([CH3:7])[C:3]=1[C:8]1[CH:9]=[C:10]([NH2:16])[CH:11]=[CH:12][C:13]=1[O:14][CH3:15].[Cl:17][C:18]1[CH:23]=[CH:22][C:21]([N:24]=[C:25]=[O:26])=[CH:20][C:19]=1[C:27]([F:30])([F:29])[F:28]. No catalyst specified. The product is [Cl:17][C:18]1[CH:23]=[CH:22][C:21]([NH:24][C:25]([NH:16][C:10]2[CH:11]=[CH:12][C:13]([O:14][CH3:15])=[C:8]([C:3]3[N:4]([CH3:7])[N:5]=[CH:6][C:2]=3[F:1])[CH:9]=2)=[O:26])=[CH:20][C:19]=1[C:27]([F:28])([F:29])[F:30]. The yield is 0.290. (9) The reactants are [C:1]([C:3]1[CH:4]=[C:5]([S:9]([NH:12][C@H:13]2[CH2:18][CH2:17][C@@H:16]([C:19]3[CH:24]=[CH:23][C:22]([OH:25])=[CH:21][C:20]=3[OH:26])[CH2:15][CH2:14]2)(=[O:11])=[O:10])[CH:6]=[CH:7][CH:8]=1)#[N:2].[NH4+].[Cl-].[N-:29]=[N+:30]=[N-:31].[Na+]. The catalyst is CN(C=O)C. The product is [OH:26][C:20]1[CH:21]=[C:22]([OH:25])[CH:23]=[CH:24][C:19]=1[C@@H:16]1[CH2:15][CH2:14][C@H:13]([NH:12][S:9]([C:5]2[CH:6]=[CH:7][CH:8]=[C:3]([C:1]3[NH:31][N:30]=[N:29][N:2]=3)[CH:4]=2)(=[O:11])=[O:10])[CH2:18][CH2:17]1. The yield is 0.720. (10) The reactants are CNCCNC.[Cl:7][C:8]1[C:12]([NH:13][C:14](=[O:24])[CH2:15][CH2:16][S:17][CH2:18][CH2:19][C:20]([F:23])([F:22])[F:21])=[CH:11][NH:10][N:9]=1.C([O-])([O-])=O.[K+].[K+].Br[C:32]1[CH:33]=[N:34][CH:35]=[CH:36][CH:37]=1. The catalyst is [Cu]I.C(#N)C. The product is [Cl:7][C:8]1[C:12]([NH:13][C:14](=[O:24])[CH2:15][CH2:16][S:17][CH2:18][CH2:19][C:20]([F:21])([F:22])[F:23])=[CH:11][N:10]([C:32]2[CH:33]=[N:34][CH:35]=[CH:36][CH:37]=2)[N:9]=1. The yield is 0.530.